This data is from Reaction yield outcomes from USPTO patents with 853,638 reactions. The task is: Predict the reaction yield, written as a fraction of the theoretical maximum amount of product (1.0 means a 100% yield; for example, 0.34 means a 34% yield). (1) The reactants are Cl.O.[NH:3]1[CH2:8][CH2:7][C:6](=[O:9])[CH2:5][CH2:4]1.C([O-])([O-])=O.[K+].[K+].[CH3:16][S:17](Cl)(=[O:19])=[O:18]. The catalyst is CC(C)=O. The product is [CH3:16][S:17]([N:3]1[CH2:8][CH2:7][C:6](=[O:9])[CH2:5][CH2:4]1)(=[O:19])=[O:18]. The yield is 0.520. (2) The reactants are Cl[CH:2]([CH3:6])[C:3](=O)[CH3:4].[CH3:7][O:8][C:9]1[CH:17]=[CH:16][C:12]([C:13]([NH2:15])=[O:14])=[CH:11][CH:10]=1. No catalyst specified. The product is [CH3:7][O:8][C:9]1[CH:17]=[CH:16][C:12]([C:13]2[O:14][C:2]([CH3:6])=[C:3]([CH3:4])[N:15]=2)=[CH:11][CH:10]=1. The yield is 0.420. (3) The reactants are [CH3:1][N:2]([CH3:17])[CH:3]1[CH2:8][CH2:7][C:6]([C:9]2[C:10]([F:16])=[C:11]([NH2:15])[CH:12]=[CH:13][CH:14]=2)=[CH:5][CH2:4]1.[F:18][C:19]1[CH:27]=[CH:26][C:22]([C:23]([Cl:25])=[O:24])=[CH:21][CH:20]=1. The catalyst is O1CCOCC1. The product is [ClH:25].[CH3:1][N:2]([CH3:17])[CH:3]1[CH2:8][CH2:7][C:6]([C:9]2[C:10]([F:16])=[C:11]([NH:15][C:23](=[O:24])[C:22]3[CH:26]=[CH:27][C:19]([F:18])=[CH:20][CH:21]=3)[CH:12]=[CH:13][CH:14]=2)=[CH:5][CH2:4]1. The yield is 0.720. (4) The reactants are [OH:1][CH2:2][C@H:3]1[N:8]([CH3:9])[C:7](=[O:10])[CH2:6][O:5][CH2:4]1.[C:11]1([CH3:21])[CH:16]=[CH:15][C:14]([S:17](Cl)(=[O:19])=[O:18])=[CH:13][CH:12]=1.Cl. The catalyst is N1C=CC=CC=1. The product is [CH3:9][N:8]1[C:7](=[O:10])[CH2:6][O:5][CH2:4][C@H:3]1[CH2:2][O:1][S:17]([C:14]1[CH:15]=[CH:16][C:11]([CH3:21])=[CH:12][CH:13]=1)(=[O:19])=[O:18]. The yield is 0.430. (5) The reactants are [C:1]([CH2:3][CH2:4][CH2:5][CH2:6][CH:7]([CH2:19][OH:20])[CH2:8][C:9]1[CH:18]=[CH:17][C:12]([C:13]([O:15][CH3:16])=[O:14])=[CH:11][CH:10]=1)#[N:2].[Cr](Cl)([O-])(=O)=O.[NH+]1C=CC=CC=1. The catalyst is ClCCl. The product is [C:1]([CH2:3][CH2:4][CH2:5][CH2:6][CH:7]([CH:19]=[O:20])[CH2:8][C:9]1[CH:18]=[CH:17][C:12]([C:13]([O:15][CH3:16])=[O:14])=[CH:11][CH:10]=1)#[N:2]. The yield is 0.920. (6) The yield is 0.420. The product is [Cl:17][C:18]1[CH:23]=[C:22]([O:14][C:11]2[CH:12]=[CH:13][C:8]([NH2:7])=[C:9]([F:16])[C:10]=2[CH3:15])[CH:21]=[CH:20][N:19]=1. The reactants are CC(C)([O-])C.[K+].[NH2:7][C:8]1[CH:13]=[CH:12][C:11]([OH:14])=[C:10]([CH3:15])[C:9]=1[F:16].[Cl:17][C:18]1[CH:23]=[C:22](Cl)[CH:21]=[CH:20][N:19]=1. The catalyst is CC(N(C)C)=O. (7) The reactants are [Br:1][C:2]1[C:3]([OH:13])=[C:4]([CH:7]=[C:8]([N+:10]([O-:12])=[O:11])[CH:9]=1)[CH:5]=[O:6].I[CH3:15]. The catalyst is [Ag]=O.C(#N)C. The product is [Br:1][C:2]1[C:3]([O:13][CH3:15])=[C:4]([CH:7]=[C:8]([N+:10]([O-:12])=[O:11])[CH:9]=1)[CH:5]=[O:6]. The yield is 0.460. (8) The reactants are [OH:1][C:2]1[CH:36]=[CH:35][CH:34]=[CH:33][C:3]=1[CH2:4][NH:5][C:6]([NH:8][C:9]1[N:13]([C:14]2[CH:19]=[CH:18][C:17]([CH3:20])=[C:16]([O:21][CH2:22][C:23]3[CH:28]=[CH:27][CH:26]=[CH:25][CH:24]=3)[CH:15]=2)[N:12]=[C:11]([C:29]([CH3:32])([CH3:31])[CH3:30])[CH:10]=1)=[O:7].[Cl:37][C:38]1[N:43]=[C:42](Cl)[CH:41]=[CH:40][N:39]=1.[OH-].[Na+]. The catalyst is CC(C)=O. The product is [Cl:37][C:38]1[N:43]=[C:42]([O:1][C:2]2[CH:36]=[CH:35][CH:34]=[CH:33][C:3]=2[CH2:4][NH:5][C:6]([NH:8][C:9]2[N:13]([C:14]3[CH:19]=[CH:18][C:17]([CH3:20])=[C:16]([O:21][CH2:22][C:23]4[CH:24]=[CH:25][CH:26]=[CH:27][CH:28]=4)[CH:15]=3)[N:12]=[C:11]([C:29]([CH3:32])([CH3:30])[CH3:31])[CH:10]=2)=[O:7])[CH:41]=[CH:40][N:39]=1. The yield is 0.780. (9) The reactants are FC(F)(F)C([O:5][CH2:6][CH2:7][CH2:8][N:9]1[C:14](=[O:15])[C:13]2[C:16]([CH2:31][C:32]3[CH:37]=[CH:36][C:35]([Cl:38])=[CH:34][CH:33]=3)=[C:17]([O:19][C:20]3[CH:25]=[CH:24][CH:23]=[C:22]([O:26][C:27]([F:30])([F:29])[F:28])[CH:21]=3)[S:18][C:12]=2[N:11]([CH3:39])[C:10]1=[O:40])=O.[Li+].[OH-].O. The catalyst is C1COCC1.O.C(Cl)Cl. The product is [Cl:38][C:35]1[CH:36]=[CH:37][C:32]([CH2:31][C:16]2[C:13]3[C:14](=[O:15])[N:9]([CH2:8][CH2:7][CH2:6][OH:5])[C:10](=[O:40])[N:11]([CH3:39])[C:12]=3[S:18][C:17]=2[O:19][C:20]2[CH:25]=[CH:24][CH:23]=[C:22]([O:26][C:27]([F:28])([F:29])[F:30])[CH:21]=2)=[CH:33][CH:34]=1. The yield is 0.471. (10) The reactants are [CH3:1][O:2][CH2:3][O:4][C@H:5]1[CH2:9][CH2:8][N:7]([CH2:10][C@H:11]([C:13]2[CH:18]=[CH:17][CH:16]=[CH:15][CH:14]=2)O)[CH2:6]1.COCO[C@H]1CCN([C@H](C2C=CC=CC=2)CO)C1.C(N(CC)CC)C.CS(Cl)(=O)=O.[H-].[Na+].[Cl:51][C:52]1[CH:53]=[C:54]([CH:57]=[CH:58][C:59]=1[NH:60][CH3:61])[C:55]#[N:56].[NH4+].[OH-]. The catalyst is C(Cl)Cl.CN(C)C=O.O. The product is [Cl:51][C:52]1[CH:53]=[C:54]([CH:57]=[CH:58][C:59]=1[N:60]([C@@H:11]([C:13]1[CH:18]=[CH:17][CH:16]=[CH:15][CH:14]=1)[CH2:10][N:7]1[CH2:8][CH2:9][C@H:5]([O:4][CH2:3][O:2][CH3:1])[CH2:6]1)[CH3:61])[C:55]#[N:56]. The yield is 0.610.